Dataset: Catalyst prediction with 721,799 reactions and 888 catalyst types from USPTO. Task: Predict which catalyst facilitates the given reaction. (1) Reactant: C(N)CN.[Na].[H][H].[CH3:8][C:9]1[CH2:14][CH2:13][CH:12]([C:15]([CH3:17])=[CH2:16])[CH2:11][CH:10]=1. Product: [C:12]1([CH:15]([CH3:17])[CH3:16])[CH:13]=[CH:14][C:9]([CH3:8])=[CH:10][CH:11]=1. The catalyst class is: 6. (2) Reactant: [F:1][C:2]([F:13])([F:12])[O:3][C:4]1[CH:11]=[CH:10][CH:9]=[CH:8][C:5]=1[CH2:6]Br.[OH:14][C:15]1[CH:19]=[C:18]([N:20]2[C:28]3[CH:27]=[CH:26][N:25]=[CH:24][C:23]=3[N:22]=[CH:21]2)[S:17][C:16]=1[C:29]([O:31][CH3:32])=[O:30].C(=O)([O-])[O-].[K+].[K+]. Product: [N:20]1([C:18]2[S:17][C:16]([C:29]([O:31][CH3:32])=[O:30])=[C:15]([O:14][CH2:6][C:5]3[CH:8]=[CH:9][CH:10]=[CH:11][C:4]=3[O:3][C:2]([F:13])([F:12])[F:1])[CH:19]=2)[C:28]2[CH:27]=[CH:26][N:25]=[CH:24][C:23]=2[N:22]=[CH:21]1. The catalyst class is: 3. (3) Reactant: [H-].[Al+3].[Li+].[H-].[H-].[H-].[CH2:7]([C:9]1[C:17]2[N:16]3[C@H:18]([CH3:23])[CH2:19][NH:20][C:21](=O)[C@@H:15]3[CH2:14][C:13]=2[CH:12]=[CH:11][CH:10]=1)[CH3:8]. Product: [CH2:7]([C:9]1[C:17]2[N:16]3[C@H:18]([CH3:23])[CH2:19][NH:20][CH2:21][C@@H:15]3[CH2:14][C:13]=2[CH:12]=[CH:11][CH:10]=1)[CH3:8]. The catalyst class is: 7. (4) Reactant: [CH2:1]([O:8][C:9]1[CH:14]=[CH:13][C:12]([OH:15])=[C:11]([Br:16])[CH:10]=1)[C:2]1[CH:7]=[CH:6][CH:5]=[CH:4][CH:3]=1.C([O-])([O-])=O.[Cs+].[Cs+].Br[C:24]([CH3:31])([CH3:30])[C:25]([O:27][CH2:28][CH3:29])=[O:26]. Product: [CH2:28]([O:27][C:25](=[O:26])[C:24]([O:15][C:12]1[CH:13]=[CH:14][C:9]([O:8][CH2:1][C:2]2[CH:3]=[CH:4][CH:5]=[CH:6][CH:7]=2)=[CH:10][C:11]=1[Br:16])([CH3:31])[CH3:30])[CH3:29]. The catalyst class is: 3. (5) Product: [Br:52][C:53]1[CH:58]=[CH:57][CH:56]=[CH:55][C:54]=1[NH:59][CH:60]1[CH2:65][CH2:64][N:63]([C:16](=[O:18])[CH2:15][NH:14][C:12]([C:9]2[CH:8]=[C:7]([C:1]3[CH:2]=[CH:3][CH:4]=[CH:5][CH:6]=3)[NH:11][N:10]=2)=[O:13])[CH2:62][CH2:61]1. The catalyst class is: 18. Reactant: [C:1]1([C:7]2[NH:11][N:10]=[C:9]([C:12]([NH:14][CH2:15][C:16]([OH:18])=O)=[O:13])[CH:8]=2)[CH:6]=[CH:5][CH:4]=[CH:3][CH:2]=1.CCN(C(C)C)C(C)C.C1C=CC2N(O)N=NC=2C=1.CCN=C=NCCCN(C)C.Cl.Cl.Cl.[Br:52][C:53]1[CH:58]=[CH:57][CH:56]=[CH:55][C:54]=1[NH:59][CH:60]1[CH2:65][CH2:64][NH:63][CH2:62][CH2:61]1. (6) Reactant: [C:1]([C:3]1[CH:4]=[C:5]([CH2:16][C:17]([OH:19])=O)[CH:6]=[CH:7][C:8]=1[C:9]1[CH:14]=[CH:13][N:12]=[C:11]([CH3:15])[CH:10]=1)#[N:2].[NH2:20][C:21]1[N:26]=[CH:25][C:24]([N:27]2[CH2:32][CH2:31][N:30]([C:33](=[O:35])[CH3:34])[CH2:29][CH2:28]2)=[CH:23][CH:22]=1.CN(C(ON1N=NC2C=CC=NC1=2)=[N+](C)C)C.F[P-](F)(F)(F)(F)F.CN(C=O)C. Product: [C:33]([N:30]1[CH2:29][CH2:28][N:27]([C:24]2[CH:23]=[CH:22][C:21]([NH:20][C:17](=[O:19])[CH2:16][C:5]3[CH:6]=[CH:7][C:8]([C:9]4[CH:14]=[CH:13][N:12]=[C:11]([CH3:15])[CH:10]=4)=[C:3]([C:1]#[N:2])[CH:4]=3)=[N:26][CH:25]=2)[CH2:32][CH2:31]1)(=[O:35])[CH3:34]. The catalyst class is: 84. (7) Product: [Cl:2][C:3]1[CH:4]=[CH:5][C:6]([S:11]([CH2:14][CH3:15])(=[O:13])=[O:12])=[C:7]([CH2:8][NH:9][C:32]([C:25]2[CH:24]=[N:23][N:22]([C:16]3[CH:21]=[CH:20][CH:19]=[CH:18][CH:17]=3)[C:26]=2[N:27]2[CH:28]=[CH:29][CH:30]=[CH:31]2)=[O:33])[CH:10]=1. The catalyst class is: 3. Reactant: Cl.[Cl:2][C:3]1[CH:4]=[CH:5][C:6]([S:11]([CH2:14][CH3:15])(=[O:13])=[O:12])=[C:7]([CH:10]=1)[CH2:8][NH2:9].[C:16]1([N:22]2[C:26]([N:27]3[CH:31]=[CH:30][CH:29]=[CH:28]3)=[C:25]([C:32](O)=[O:33])[CH:24]=[N:23]2)[CH:21]=[CH:20][CH:19]=[CH:18][CH:17]=1. (8) Reactant: [C:1]([O:5][C:6]([N:8]1[CH2:12][CH2:11][CH2:10][CH:9]1[C:13]1[NH:14][CH:15]=[C:16]([Br:18])[N:17]=1)=[O:7])([CH3:4])([CH3:3])[CH3:2].[CH3:19][C:20]([O:23][C:24](O[C:24]([O:23][C:20]([CH3:22])([CH3:21])[CH3:19])=[O:25])=[O:25])([CH3:22])[CH3:21].C(N(CC)CC)C.O. Product: [C:20]([O:23][C:24]([N:17]1[C:16]([Br:18])=[CH:15][N:14]=[C:13]1[C@@H:9]1[CH2:10][CH2:11][CH2:12][N:8]1[C:6]([O:5][C:1]([CH3:4])([CH3:2])[CH3:3])=[O:7])=[O:25])([CH3:22])([CH3:21])[CH3:19]. The catalyst class is: 64. (9) Reactant: C[O:2][C:3]([C:5]1[S:6][CH:7]=[CH:8][C:9]=1[NH:10][C:11]([O:13]CC)=O)=O.O.[NH2:17][NH2:18]. Product: [NH2:17][N:18]1[C:3](=[O:2])[C:5]2[S:6][CH:7]=[CH:8][C:9]=2[NH:10][C:11]1=[O:13]. The catalyst class is: 14.